The task is: Predict the reaction yield, written as a fraction of the theoretical maximum amount of product (1.0 means a 100% yield; for example, 0.34 means a 34% yield).. This data is from Reaction yield outcomes from USPTO patents with 853,638 reactions. (1) The reactants are [CH3:1][C:2]([CH3:5])([O-])C.[K+].[Cl-].[S:8]1[CH:12]=[CH:11][CH:10]=[C:9]1[CH2:13][P+](C1C=CC=CC=1)(C1C=CC=CC=1)C1C=CC=CC=1.O.[CH3:34]N(C)C=O. No catalyst specified. The product is [CH:5]1([CH:34]=[CH:13][C:9]2[S:8][CH:12]=[CH:11][CH:10]=2)[CH2:2][CH2:1]1. The yield is 0.523. (2) The reactants are Cl[C:2]1[N:7]=[C:6]([N:8]([CH3:23])[CH:9]2[CH2:14][CH2:13][N:12]([C:15]3[CH:22]=[CH:21][C:18]([C:19]#[N:20])=[CH:17][N:16]=3)[CH2:11][CH2:10]2)[C:5]([CH3:24])=[CH:4][N:3]=1.CCN(C(C)C)C(C)C.Cl.[CH3:35][N:36]1[CH:40]=[C:39]([NH2:41])[CH:38]=[N:37]1. The catalyst is CCCCO. The product is [CH3:23][N:8]([C:6]1[C:5]([CH3:24])=[CH:4][N:3]=[C:2]([NH:41][C:39]2[CH:38]=[N:37][N:36]([CH3:35])[CH:40]=2)[N:7]=1)[CH:9]1[CH2:14][CH2:13][N:12]([C:15]2[CH:22]=[CH:21][C:18]([C:19]#[N:20])=[CH:17][N:16]=2)[CH2:11][CH2:10]1. The yield is 0.557.